From a dataset of Retrosynthesis with 50K atom-mapped reactions and 10 reaction types from USPTO. Predict the reactants needed to synthesize the given product. Given the product COC(=O)C(OC(C)(C)C)c1c(C)nc2sc3c(c2c1-c1ccc2ncsc2c1)CCCC3, predict the reactants needed to synthesize it. The reactants are: CC1(C)OB(c2ccc3ncsc3c2)OC1(C)C.COC(=O)C(OC(C)(C)C)c1c(C)nc2sc3c(c2c1Cl)CCCC3.